From a dataset of Full USPTO retrosynthesis dataset with 1.9M reactions from patents (1976-2016). Predict the reactants needed to synthesize the given product. (1) Given the product [CH2:12]([C:11]1[NH:1][C:2]2[C:3]([CH:10]=1)=[CH:4][C:5]([C:6]#[N:7])=[CH:8][CH:9]=2)[CH2:13][CH2:14][CH2:15][CH2:16][CH2:17][CH2:18][CH3:19], predict the reactants needed to synthesize it. The reactants are: [NH2:1][C:2]1[CH:9]=[CH:8][C:5]([C:6]#[N:7])=[CH:4][C:3]=1[C:10]#[C:11][CH2:12][CH2:13][CH2:14][CH2:15][CH2:16][CH2:17][CH2:18][CH3:19].ClCCl. (2) Given the product [CH3:32][O:31][C:26]1[CH:27]=[CH:28][CH:29]=[CH:30][C:25]=1[S:22]([NH:21][CH2:20][C:15]1[CH:16]=[CH:17][CH:18]=[CH:19][C:14]=1[C:7]1[CH:8]=[CH:9][C:4]([C:2]([NH2:1])=[O:3])=[CH:5][CH:6]=1)(=[O:23])=[O:24], predict the reactants needed to synthesize it. The reactants are: [NH2:1][C:2]([C:4]1[CH:9]=[CH:8][C:7](B(O)O)=[CH:6][CH:5]=1)=[O:3].Br[C:14]1[CH:19]=[CH:18][CH:17]=[CH:16][C:15]=1[CH2:20][NH:21][S:22]([C:25]1[CH:30]=[CH:29][CH:28]=[CH:27][C:26]=1[O:31][CH3:32])(=[O:24])=[O:23].C([O-])([O-])=O.[Na+].[Na+].